Dataset: Full USPTO retrosynthesis dataset with 1.9M reactions from patents (1976-2016). Task: Predict the reactants needed to synthesize the given product. (1) Given the product [C:1]([Si:5]([CH3:7])([CH3:6])[O:8][C:9]1[CH:14]=[CH:13][C:12]([C:15]([C:18]2[CH:23]=[CH:22][C:21]([C:24]#[C:25][C:39](=[O:40])[C:38]([CH3:46])([C:37]([F:47])([F:36])[F:48])[C:42]([F:45])([F:44])[F:43])=[C:20]([CH3:26])[CH:19]=2)([CH2:27][CH3:28])[CH2:16][CH3:17])=[CH:11][C:10]=1[CH3:29])([CH3:4])([CH3:3])[CH3:2], predict the reactants needed to synthesize it. The reactants are: [C:1]([Si:5]([O:8][C:9]1[CH:14]=[CH:13][C:12]([C:15]([CH2:27][CH3:28])([C:18]2[CH:23]=[CH:22][C:21]([C:24]#[CH:25])=[C:20]([CH3:26])[CH:19]=2)[CH2:16][CH3:17])=[CH:11][C:10]=1[CH3:29])([CH3:7])[CH3:6])([CH3:4])([CH3:3])[CH3:2].CCCCCC.[F:36][C:37]([F:48])([F:47])[C:38]([CH3:46])([C:42]([F:45])([F:44])[F:43])[C:39](F)=[O:40]. (2) Given the product [O:47]=[C:28]1[C:29]2([CH2:39][O:38][C:37]3[CH:40]=[C:41]4[C:45](=[CH:46][C:36]2=3)[CH2:44][CH2:43][O:42]4)[C:30]2[C:35](=[CH:34][CH:33]=[CH:32][CH:31]=2)[N:27]1[CH2:2][CH2:3][CH2:4][N:5]1[C:9](=[O:10])[C:8]2[C:7](=[CH:14][CH:13]=[CH:12][CH:11]=2)[C:6]1=[O:15], predict the reactants needed to synthesize it. The reactants are: Br[CH2:2][CH2:3][CH2:4][N:5]1[C:9](=[O:10])[C:8]2=[CH:11][CH:12]=[CH:13][CH:14]=[C:7]2[C:6]1=[O:15].BrCC1OC(C(F)(F)F)=CC=1.[NH:27]1[C:35]2[C:30](=[CH:31][CH:32]=[CH:33][CH:34]=2)[C:29]2([CH2:39][O:38][C:37]3[CH:40]=[C:41]4[C:45](=[CH:46][C:36]2=3)[CH2:44][CH2:43][O:42]4)[C:28]1=[O:47].CC1C2C=C3C4(C5C(=CC=CC=5)NC4=O)COC3=CC=2ON=1.